This data is from Reaction yield outcomes from USPTO patents with 853,638 reactions. The task is: Predict the reaction yield, written as a fraction of the theoretical maximum amount of product (1.0 means a 100% yield; for example, 0.34 means a 34% yield). (1) The reactants are [N:1]1([NH2:7])[CH2:6][CH2:5][O:4][CH2:3][CH2:2]1.Cl[CH2:9][CH2:10][N:11]=[C:12]=[O:13].CC(C)([O-])C.[K+].O. The catalyst is O1CCCC1. The product is [N:1]1([N:7]2[CH2:9][CH2:10][NH:11][C:12]2=[O:13])[CH2:6][CH2:5][O:4][CH2:3][CH2:2]1. The yield is 0.310. (2) The reactants are C([O:3][C:4](=[O:23])[CH:5]=[CH:6][C:7]1[C:8]([C:17]2[CH:22]=[CH:21][CH:20]=[CH:19][CH:18]=2)=[N:9][C:10]([C:13]([F:16])([F:15])[F:14])=[CH:11][CH:12]=1)C.[Li+].[OH-]. The catalyst is C1COCC1.O. The product is [C:17]1([C:8]2[C:7]([CH:6]=[CH:5][C:4]([OH:23])=[O:3])=[CH:12][CH:11]=[C:10]([C:13]([F:16])([F:14])[F:15])[N:9]=2)[CH:18]=[CH:19][CH:20]=[CH:21][CH:22]=1. The yield is 0.960. (3) The reactants are [CH:1]1([CH:4]([OH:45])[CH2:5][O:6][C@H:7]2[CH2:12][CH2:11][C@H:10]([N:13]3[C:18](=[O:19])[C:17]([CH2:20][C:21]4[CH:26]=[CH:25][C:24]([C:27]5[CH:32]=[CH:31][CH:30]=[CH:29][C:28]=5[C:33]5[NH:37][C:36](=[O:38])[O:35][N:34]=5)=[CH:23][CH:22]=4)=[C:16]([CH2:39][CH2:40][CH3:41])[N:15]4[N:42]=[CH:43][CH:44]=[C:14]34)[CH2:9][CH2:8]2)[CH2:3][CH2:2]1.CC(OI1(OC(C)=O)(OC(C)=O)OC(=O)C2C1=CC=CC=2)=O.C(OCC)(=O)C.S([O-])([O-])(=O)=S.[Na+].[Na+]. The yield is 0.830. The product is [CH:1]1([C:4](=[O:45])[CH2:5][O:6][C@H:7]2[CH2:8][CH2:9][C@H:10]([N:13]3[C:18](=[O:19])[C:17]([CH2:20][C:21]4[CH:26]=[CH:25][C:24]([C:27]5[CH:32]=[CH:31][CH:30]=[CH:29][C:28]=5[C:33]5[NH:37][C:36](=[O:38])[O:35][N:34]=5)=[CH:23][CH:22]=4)=[C:16]([CH2:39][CH2:40][CH3:41])[N:15]4[N:42]=[CH:43][CH:44]=[C:14]34)[CH2:11][CH2:12]2)[CH2:2][CH2:3]1. The catalyst is C(Cl)Cl.O. (4) The reactants are [F:1][C:2]1[C:3]([CH2:22][OH:23])=[CH:4][N:5]([S:13]([C:16]2[CH:21]=[CH:20][CH:19]=[CH:18][CH:17]=2)(=[O:15])=[O:14])[C:6]=1[C:7]1[CH:12]=[CH:11][CH:10]=[CH:9][CH:8]=1.C[N+]1([O-])CCOCC1. The catalyst is C(#N)C.C(OCC)(=O)C.[Ru]([O-])(=O)(=O)=O.C([N+](CCC)(CCC)CCC)CC. The yield is 0.250. The product is [F:1][C:2]1[C:3]([CH:22]=[O:23])=[CH:4][N:5]([S:13]([C:16]2[CH:17]=[CH:18][CH:19]=[CH:20][CH:21]=2)(=[O:15])=[O:14])[C:6]=1[C:7]1[CH:8]=[CH:9][CH:10]=[CH:11][CH:12]=1.